Dataset: Catalyst prediction with 721,799 reactions and 888 catalyst types from USPTO. Task: Predict which catalyst facilitates the given reaction. (1) Reactant: [CH3:1][N:2]([CH3:17])[CH2:3][CH2:4][CH2:5][NH:6][C:7]1[N:15]=[CH:14][C:13]([F:16])=[CH:12][C:8]=1[C:9]([OH:11])=O.C(N(CC)CC)C.[C:25]([O:29][C:30](=[O:39])[NH:31][CH:32]1[CH2:37][CH2:36][CH:35]([NH2:38])[CH2:34][CH2:33]1)([CH3:28])([CH3:27])[CH3:26]. Product: [C:25]([O:29][C:30](=[O:39])[NH:31][C@H:32]1[CH2:33][CH2:34][C@@H:35]([NH:38][C:9]([C:8]2[C:7]([NH:6][CH2:5][CH2:4][CH2:3][N:2]([CH3:1])[CH3:17])=[N:15][CH:14]=[C:13]([F:16])[CH:12]=2)=[O:11])[CH2:36][CH2:37]1)([CH3:28])([CH3:26])[CH3:27]. The catalyst class is: 10. (2) The catalyst class is: 6. Reactant: [CH2:1]([O:4][N:5]=[C:6]([C:11]([O:13]C)=[O:12])[C:7]([O:9]C)=[O:8])[C:2]#[CH:3].[OH-].[Na+].[N+]([O-])(O)=O.[N+]([O-])([O-])=O.[Ag+:25]. Product: [CH2:1]([O:4][N:5]=[C:6]([C:11]([O-:13])=[O:12])[C:7]([O-:9])=[O:8])[C:2]#[CH:3].[Ag+2:25]. (3) Reactant: [F:1][C:2]1[CH:7]=[CH:6][CH:5]=[C:4]([F:8])[C:3]=1[N:9]1[C:14]2[N:15]=[C:16](S(C)=O)[N:17]=[C:18]([C:19]3[CH:20]=[C:21]([CH:28]=[CH:29][C:30]=3[CH3:31])[C:22]([NH:24][CH2:25][CH2:26][CH3:27])=[O:23])[C:13]=2[CH2:12][NH:11][C:10]1=[O:35].[CH3:36][N:37]1[CH2:42][CH2:41][NH:40][CH2:39][CH2:38]1. Product: [F:1][C:2]1[CH:7]=[CH:6][CH:5]=[C:4]([F:8])[C:3]=1[N:9]1[C:14]2[N:15]=[C:16]([N:40]3[CH2:41][CH2:42][N:37]([CH3:36])[CH2:38][CH2:39]3)[N:17]=[C:18]([C:19]3[CH:20]=[C:21]([CH:28]=[CH:29][C:30]=3[CH3:31])[C:22]([NH:24][CH2:25][CH2:26][CH3:27])=[O:23])[C:13]=2[CH2:12][NH:11][C:10]1=[O:35]. The catalyst class is: 2. (4) Reactant: CC(OC(/N=N/C(OC(C)C)=O)=O)C.C1C=CC(P(C2C=CC=CC=2)C2C=CC=CC=2)=CC=1.[Cl:34][C:35]1[CH:40]=[C:39]([B:41]2[O:45][C:44]([CH3:47])([CH3:46])[C:43]([CH3:49])([CH3:48])[O:42]2)[CH:38]=[CH:37][C:36]=1[OH:50].O[CH:52]1[CH2:57][CH2:56][N:55]([C:58]([O:60][C:61]([CH3:64])([CH3:63])[CH3:62])=[O:59])[CH2:54][CH2:53]1. Product: [Cl:34][C:35]1[CH:40]=[C:39]([B:41]2[O:45][C:44]([CH3:46])([CH3:47])[C:43]([CH3:49])([CH3:48])[O:42]2)[CH:38]=[CH:37][C:36]=1[O:50][CH:52]1[CH2:57][CH2:56][N:55]([C:58]([O:60][C:61]([CH3:64])([CH3:63])[CH3:62])=[O:59])[CH2:54][CH2:53]1. The catalyst class is: 2. (5) Reactant: [CH3:1][C:2]1[C:7]([N+:8]([O-])=O)=[CH:6][N:5]=[C:4]([C:11]([O:13][CH2:14][CH3:15])=[O:12])[CH:3]=1. Product: [NH2:8][C:7]1[C:2]([CH3:1])=[CH:3][C:4]([C:11]([O:13][CH2:14][CH3:15])=[O:12])=[N:5][CH:6]=1. The catalyst class is: 178. (6) Reactant: FC(F)(F)C(O)=O.[Cl:8][C:9]1[CH:14]=[C:13]2[NH:15][C:16](=[O:38])[C:17]3([CH:21]([C:22]4[CH:27]=[CH:26][CH:25]=[C:24]([Cl:28])[C:23]=4[F:29])[CH:20]([C:30](O)=[O:31])[NH:19][CH:18]3[CH2:33][C:34]([CH3:37])([CH3:36])[CH3:35])[C:12]2=[CH:11][CH:10]=1.C(N(C(C)C)CC)(C)C.C1(P(Cl)(C2C=CC=CC=2)=O)C=CC=CC=1.[NH2:63][C:64]1[CH:69]=[CH:68][NH:67][C:66](=[O:70])[CH:65]=1. Product: [O:70]=[C:66]1[CH:65]=[C:64]([NH:63][C:30]([CH:20]2[NH:19][CH:18]([CH2:33][C:34]([CH3:37])([CH3:35])[CH3:36])[C:17]3([C:12]4[C:13](=[CH:14][C:9]([Cl:8])=[CH:10][CH:11]=4)[NH:15][C:16]3=[O:38])[CH:21]2[C:22]2[CH:27]=[CH:26][CH:25]=[C:24]([Cl:28])[C:23]=2[F:29])=[O:31])[CH:69]=[CH:68][NH:67]1. The catalyst class is: 26.